This data is from Full USPTO retrosynthesis dataset with 1.9M reactions from patents (1976-2016). The task is: Predict the reactants needed to synthesize the given product. (1) Given the product [CH2:1]([N:8]1[CH2:13][CH2:12][N:11]([C:14]([O:16][C:17]([CH3:18])([CH3:19])[CH3:20])=[O:15])[C@H:10]([CH2:21][O:22][CH2:26][C:25]([CH3:27])=[CH2:24])[CH2:9]1)[C:2]1[CH:7]=[CH:6][CH:5]=[CH:4][CH:3]=1, predict the reactants needed to synthesize it. The reactants are: [CH2:1]([N:8]1[CH2:13][CH2:12][N:11]([C:14]([O:16][C:17]([CH3:20])([CH3:19])[CH3:18])=[O:15])[C@H:10]([CH2:21][OH:22])[CH2:9]1)[C:2]1[CH:7]=[CH:6][CH:5]=[CH:4][CH:3]=1.Br[CH2:24][C:25]([CH3:27])=[CH2:26].[H-].[Na+]. (2) Given the product [F:75][C:52]([F:51])([F:74])[C:53]1[CH:58]=[C:57]([C:59]([F:62])([F:60])[F:61])[CH:56]=[CH:55][C:54]=1[C:63]1[S:67][C:66]([CH2:68][N:16]2[CH:17]=[C:18]3[N:10]=[C:11]([C:19]4[CH:24]=[CH:23][CH:22]=[CH:21][C:20]=4[F:25])[CH:12]=[C:13]3[N:14]=[CH:15]2)=[N:65][N:64]=1, predict the reactants needed to synthesize it. The reactants are: COC1C=CC(C(C2SC=NN=2)[N:10]2[C:18]3[C:13](=[N:14][CH2:15][NH:16][CH:17]=3)[CH:12]=[C:11]2[C:19]2[CH:24]=[CH:23][CH:22]=[CH:21][C:20]=2[F:25])=C(C(F)(F)F)C=1.FC1C=CC=CC=1C1NC2C=NC=NC=2C=1.[F:51][C:52]([F:75])([F:74])[C:53]1[CH:58]=[C:57]([C:59]([F:62])([F:61])[F:60])[CH:56]=[CH:55][C:54]=1[C:63]1[S:67][C:66]([CH2:68]OS(C)(=O)=O)=[N:65][N:64]=1. (3) Given the product [CH3:1][O:2][C:3]1[C:11]([C:12]([OH:21])=[O:13])=[CH:10][CH:9]=[CH:8][C:4]=1[C:5]([OH:7])=[O:6], predict the reactants needed to synthesize it. The reactants are: [CH3:1][O:2][C:3]1[C:11]([CH3:12])=[CH:10][CH:9]=[CH:8][C:4]=1[C:5]([OH:7])=[O:6].[OH-:13].[Na+].[Mn]([O-])(=O)(=O)=O.[K+].[OH2:21].